From a dataset of Peptide-MHC class II binding affinity with 134,281 pairs from IEDB. Regression. Given a peptide amino acid sequence and an MHC pseudo amino acid sequence, predict their binding affinity value. This is MHC class II binding data. (1) The peptide sequence is LTQPLQQLTSLFSQV. The MHC is DRB1_0101 with pseudo-sequence DRB1_0101. The binding affinity (normalized) is 0.587. (2) The peptide sequence is DFQEFAKLLFTNPVK. The MHC is DRB1_0701 with pseudo-sequence DRB1_0701. The binding affinity (normalized) is 0.313. (3) The peptide sequence is EIDTDGDGFIDFNEF. The MHC is DRB5_0101 with pseudo-sequence DRB5_0101. The binding affinity (normalized) is 0. (4) The peptide sequence is YASVEAANASPLQVA. The MHC is DRB3_0101 with pseudo-sequence DRB3_0101. The binding affinity (normalized) is 0.190. (5) The peptide sequence is SQDLELYWNLNGLQAY. The MHC is DRB1_0802 with pseudo-sequence DRB1_0802. The binding affinity (normalized) is 0.434. (6) The MHC is DRB1_0802 with pseudo-sequence DRB1_0802. The peptide sequence is SVKRSNGSAEVHRGA. The binding affinity (normalized) is 0.182. (7) The peptide sequence is RFFVWGDEVPLLTKF. The MHC is DRB1_1501 with pseudo-sequence DRB1_1501. The binding affinity (normalized) is 0.491. (8) The peptide sequence is DINVGFKAAVAAAAG. The MHC is DRB1_0101 with pseudo-sequence DRB1_0101. The binding affinity (normalized) is 0.961.